Dataset: CYP2C9 inhibition data for predicting drug metabolism from PubChem BioAssay. Task: Regression/Classification. Given a drug SMILES string, predict its absorption, distribution, metabolism, or excretion properties. Task type varies by dataset: regression for continuous measurements (e.g., permeability, clearance, half-life) or binary classification for categorical outcomes (e.g., BBB penetration, CYP inhibition). Dataset: cyp2c9_veith. (1) The molecule is OCCCNCc1ccncc1. The result is 0 (non-inhibitor). (2) The drug is CCC(CC)c1nnc(NC(=O)C2COc3ccccc3O2)s1. The result is 1 (inhibitor). (3) The compound is COC(=O)c1sccc1NC(=O)c1cc(-c2cc(C)ccc2C)nc2ccccc12. The result is 0 (non-inhibitor). (4) The drug is Cc1cccc(OCC(=O)N/N=C\C=C\c2ccc3c(c2)OCO3)c1C. The result is 0 (non-inhibitor).